Dataset: Forward reaction prediction with 1.9M reactions from USPTO patents (1976-2016). Task: Predict the product of the given reaction. Given the reactants [I:1][C:2]1[CH:9]=[CH:8][C:5]([CH2:6]Br)=[CH:4][CH:3]=1.[NH:10]1[CH2:15][CH2:14][CH:13]([C:16]([OH:19])([CH3:18])[CH3:17])[CH2:12][CH2:11]1, predict the reaction product. The product is: [I:1][C:2]1[CH:9]=[CH:8][C:5]([CH2:6][N:10]2[CH2:15][CH2:14][CH:13]([C:16]([OH:19])([CH3:18])[CH3:17])[CH2:12][CH2:11]2)=[CH:4][CH:3]=1.